This data is from Full USPTO retrosynthesis dataset with 1.9M reactions from patents (1976-2016). The task is: Predict the reactants needed to synthesize the given product. Given the product [CH2:16]([O:15][C:13]([NH:12][CH:11]1[CH2:10][O:9][CH2:8][C:7]1=[O:6])=[O:14])[C:17]1[CH:18]=[CH:19][CH:20]=[CH:21][CH:22]=1, predict the reactants needed to synthesize it. The reactants are: C(=O)(O)[O-].[Na+].[OH:6][CH:7]1[CH:11]([NH:12][C:13]([O:15][CH2:16][C:17]2[CH:22]=[CH:21][CH:20]=[CH:19][CH:18]=2)=[O:14])[CH2:10][O:9][CH2:8]1.[Br-].[Na+].CC1(C)N([O])C(C)(C)CCC1.